This data is from Peptide-MHC class II binding affinity with 134,281 pairs from IEDB. The task is: Regression. Given a peptide amino acid sequence and an MHC pseudo amino acid sequence, predict their binding affinity value. This is MHC class II binding data. (1) The peptide sequence is NGSRHSHGILLKDLE. The MHC is DRB1_0101 with pseudo-sequence DRB1_0101. The binding affinity (normalized) is 0.668. (2) The peptide sequence is QLGELYYAIHKASPV. The MHC is DRB1_1602 with pseudo-sequence DRB1_1602. The binding affinity (normalized) is 0.372. (3) The peptide sequence is EAGKATTEEQKLIED. The MHC is DRB1_1602 with pseudo-sequence DRB1_1602. The binding affinity (normalized) is 0.209. (4) The peptide sequence is GDKVAYALAQGLKVI. The MHC is HLA-DQA10102-DQB10602 with pseudo-sequence HLA-DQA10102-DQB10602. The binding affinity (normalized) is 0.657. (5) The peptide sequence is SVGKGIHTVFGSAFQ. The MHC is DRB1_1501 with pseudo-sequence DRB1_1501. The binding affinity (normalized) is 0.191.